Dataset: Reaction yield outcomes from USPTO patents with 853,638 reactions. Task: Predict the reaction yield, written as a fraction of the theoretical maximum amount of product (1.0 means a 100% yield; for example, 0.34 means a 34% yield). (1) The reactants are [Cl:1][C:2]1[CH:7]=[CH:6][C:5](I)=[CH:4][C:3]=1[Cl:9].[CH:10]([OH:13])=[CH:11][CH3:12].C([O-])(O)=O.[Na+]. The catalyst is CN(C=O)C.[N+](CCCC)(CCCC)(CCCC)CCCC.[Cl-].CC([O-])=O.CC([O-])=O.[Pd+2]. The product is [Cl:9][C:3]1[CH:4]=[C:5]([CH2:12][CH2:11][CH:10]=[O:13])[CH:6]=[CH:7][C:2]=1[Cl:1]. The yield is 0.498. (2) The reactants are [CH3:1][S:2]([NH:5][C:6]1[CH:15]=[CH:14][C:13]([C:16]([F:19])([F:18])[F:17])=[CH:12][C:7]=1[C:8]([O:10]C)=[O:9])(=[O:4])=[O:3].[OH-].[Li+].Cl. The catalyst is C1COCC1.O. The product is [CH3:1][S:2]([NH:5][C:6]1[CH:15]=[CH:14][C:13]([C:16]([F:17])([F:18])[F:19])=[CH:12][C:7]=1[C:8]([OH:10])=[O:9])(=[O:4])=[O:3]. The yield is 0.730. (3) The reactants are [Br:1][C:2]1[CH:11]=[CH:10][C:9]2[NH:8]C(=O)[N:6]3[N:13]=[CH:14][N:15]=[C:5]3[C:4]=2[CH:3]=1.[OH-].[Na+]. The catalyst is C(O)CO. The product is [Br:1][C:2]1[CH:11]=[CH:10][C:9]([NH2:8])=[C:4]([C:5]2[NH:6][N:13]=[CH:14][N:15]=2)[CH:3]=1. The yield is 0.870. (4) The reactants are [NH:1]1[C:9]2[C:4](=[CH:5][C:6]([C:10]([OH:12])=O)=[CH:7][CH:8]=2)[CH:3]=[N:2]1.Cl.[CH3:14][NH:15][O:16][CH3:17].C1C=CC2N(O)N=NC=2C=1.CCN=C=NCCCN(C)C.CCN(CC)CC. The catalyst is C(Cl)Cl. The product is [CH3:17][O:16][N:15]([CH3:14])[C:10]([C:6]1[CH:5]=[C:4]2[C:9](=[CH:8][CH:7]=1)[NH:1][N:2]=[CH:3]2)=[O:12]. The yield is 0.580. (5) The reactants are [C:1]([O:5][C:6](=[O:22])[NH:7][C:8]1[CH:13]=[CH:12][N:11]=[C:10]([C:14]([N:16]2[CH2:21][CH2:20][O:19][CH2:18][CH2:17]2)=O)[CH:9]=1)([CH3:4])([CH3:3])[CH3:2].COCCO[AlH2-]OCCOC.[Na+].[OH-].[Na+]. The catalyst is C1(C)C=CC=CC=1. The product is [C:1]([O:5][C:6](=[O:22])[NH:7][C:8]1[CH:13]=[CH:12][N:11]=[C:10]([CH2:14][N:16]2[CH2:21][CH2:20][O:19][CH2:18][CH2:17]2)[CH:9]=1)([CH3:4])([CH3:2])[CH3:3]. The yield is 0.330.